Dataset: Forward reaction prediction with 1.9M reactions from USPTO patents (1976-2016). Task: Predict the product of the given reaction. (1) Given the reactants [F:1][C:2]1[CH:37]=[CH:36][C:5]([CH2:6][C:7]2[NH:8][C:9]([C:12]3[C:21](O)=[C:20]4[C:15]([CH:16]=[CH:17][CH:18]=[N:19]4)=[C:14]([N:23]4[CH2:28][CH2:27][N:26]([CH2:29][C:30]([NH:32][CH:33]([CH3:35])[CH3:34])=[O:31])[CH2:25][CH2:24]4)[N:13]=3)=[N:10][N:11]=2)=[CH:4][CH:3]=1.C(O)=[O:39], predict the reaction product. The product is: [F:1][C:2]1[CH:3]=[CH:4][C:5]([CH2:6][C:7]2[NH:8][C:9]([C:12]3[CH:21]=[C:20]4[C:15]([CH:16]=[CH:17][C:18]([OH:39])=[N:19]4)=[C:14]([N:23]4[CH2:24][CH2:25][N:26]([CH2:29][C:30]([NH:32][CH:33]([CH3:35])[CH3:34])=[O:31])[CH2:27][CH2:28]4)[N:13]=3)=[N:10][N:11]=2)=[CH:36][CH:37]=1. (2) Given the reactants [C:1]([C:5]1[N:6]=[C:7]([N:16]2[CH2:20][CH2:19][C:18]([F:22])([F:21])[CH2:17]2)[C:8]2[C:9](=[N:11][N:12]([CH2:14][CH3:15])[N:13]=2)[N:10]=1)([CH3:4])([CH3:3])[CH3:2].C(C1N=C(N2CCC(F)(F)C2)C2N=NNC=2N=1)(C)(C)C.BrC[CH2:45][O:46]C, predict the reaction product. The product is: [C:1]([C:5]1[N:6]=[C:7]([N:16]2[CH2:20][CH2:19][C:18]([F:21])([F:22])[CH2:17]2)[C:8]2[C:9](=[N:11][N:12]([CH2:14][CH2:15][O:46][CH3:45])[N:13]=2)[N:10]=1)([CH3:2])([CH3:3])[CH3:4]. (3) Given the reactants C1([N:7]=[C:8]=[N:9][CH:10]2[CH2:15][CH2:14][CH2:13][CH2:12][CH2:11]2)CCCCC1, predict the reaction product. The product is: [N:9]1[C:10]2[CH:15]=[CH:14][CH:13]=[CH:12][C:11]=2[NH:7][CH:8]=1. (4) Given the reactants [N:1]1[CH:6]=[CH:5][CH:4]=[C:3]([CH2:7][C:8]([O:10][CH2:11][CH3:12])=[O:9])[CH:2]=1.Br[CH2:14][CH2:15][CH2:16]Br, predict the reaction product. The product is: [N:1]1[CH:6]=[CH:5][CH:4]=[C:3]([C:7]2([C:8]([O:10][CH2:11][CH3:12])=[O:9])[CH2:16][CH2:15][CH2:14]2)[CH:2]=1. (5) Given the reactants [Cl:1][C:2]1[C:3]([CH2:14][OH:15])=[N:4][CH:5]=[C:6]([O:8][CH2:9][CH2:10][CH2:11][CH2:12][CH3:13])[CH:7]=1.C(N(CC)CC)C.[CH3:23][S:24](Cl)(=[O:26])=[O:25], predict the reaction product. The product is: [CH3:23][S:24]([O:15][CH2:14][C:3]1[C:2]([Cl:1])=[CH:7][C:6]([O:8][CH2:9][CH2:10][CH2:11][CH2:12][CH3:13])=[CH:5][N:4]=1)(=[O:26])=[O:25].